Dataset: Peptide-MHC class II binding affinity with 134,281 pairs from IEDB. Task: Regression. Given a peptide amino acid sequence and an MHC pseudo amino acid sequence, predict their binding affinity value. This is MHC class II binding data. (1) The peptide sequence is AAFQGAHARFVAAAA. The MHC is DRB1_1302 with pseudo-sequence DRB1_1302. The binding affinity (normalized) is 0.356. (2) The peptide sequence is FNQMIFVSSIFISFY. The MHC is DRB4_0101 with pseudo-sequence DRB4_0103. The binding affinity (normalized) is 0.338. (3) The peptide sequence is EAVRHFPRPWLHGL. The MHC is DRB5_0101 with pseudo-sequence DRB5_0101. The binding affinity (normalized) is 0.391. (4) The peptide sequence is PVVHFFKNIVTPRTPPY. The MHC is HLA-DQA10501-DQB10301 with pseudo-sequence HLA-DQA10501-DQB10301. The binding affinity (normalized) is 0.0564.